Dataset: Catalyst prediction with 721,799 reactions and 888 catalyst types from USPTO. Task: Predict which catalyst facilitates the given reaction. (1) Reactant: [CH3:1][C:2]1[CH:7]=[CH:6][N:5]=[C:4]([N:8]2[CH2:24][CH2:23][CH2:22][C:10]3([CH2:14][N:13](C(OC(C)(C)C)=O)[CH2:12][CH2:11]3)[CH2:9]2)[CH:3]=1.[ClH:25]. Product: [ClH:25].[ClH:25].[CH3:1][C:2]1[CH:7]=[CH:6][N:5]=[C:4]([N:8]2[CH2:24][CH2:23][CH2:22][C:10]3([CH2:14][NH:13][CH2:12][CH2:11]3)[CH2:9]2)[CH:3]=1. The catalyst class is: 5. (2) Reactant: [Cl:1][C:2]1[CH:3]=[C:4]([CH:6]=[CH:7][C:8]=1[O:9][C:10]1[C:19]2[C:14](=[CH:15][C:16]([O:22][CH3:23])=[C:17]([O:20][CH3:21])[CH:18]=2)[N:13]=[CH:12][CH:11]=1)[NH2:5].C(N(CC)CC)C.ClC(Cl)(O[C:35](=[O:41])OC(Cl)(Cl)Cl)Cl.[F:43][C:44]1[CH:49]=[CH:48][C:47]([C@H:50]([NH2:52])[CH3:51])=[CH:46][CH:45]=1. Product: [Cl:1][C:2]1[CH:3]=[C:4]([NH:5][C:35]([NH:52][C@@H:50]([C:47]2[CH:48]=[CH:49][C:44]([F:43])=[CH:45][CH:46]=2)[CH3:51])=[O:41])[CH:6]=[CH:7][C:8]=1[O:9][C:10]1[C:19]2[C:14](=[CH:15][C:16]([O:22][CH3:23])=[C:17]([O:20][CH3:21])[CH:18]=2)[N:13]=[CH:12][CH:11]=1. The catalyst class is: 22. (3) Reactant: [CH3:1][O:2][C:3]1[CH:4]=[CH:5][C:6]2[O:10][C:9](B(O)O)=[CH:8][C:7]=2[CH:14]=1.Cl[C:16]1[C:25]([N:26]([CH:28]([CH3:30])[CH3:29])[CH3:27])=[N:24][C:23]2[C:18](=[CH:19][CH:20]=[C:21]([C:31]([O:33][CH2:34]C)=[O:32])[CH:22]=2)[N:17]=1.[O-]P([O-])([O-])=O.[K+].[K+].[K+]. Product: [CH:28]([N:26]([CH3:27])[C:25]1[C:16]([C:9]2[O:10][C:6]3[CH:5]=[CH:4][C:3]([O:2][CH3:1])=[CH:14][C:7]=3[CH:8]=2)=[N:17][CH:18]2[CH:23]([N:24]=1)[CH:22]=[C:21]([C:31]([O:33][CH3:34])=[O:32])[CH:20]=[CH:19]2)([CH3:30])[CH3:29]. The catalyst class is: 70.